Task: Predict which catalyst facilitates the given reaction.. Dataset: Catalyst prediction with 721,799 reactions and 888 catalyst types from USPTO Reactant: Br[C:2]1[CH:3]=[C:4]2[C:8](=[CH:9][CH:10]=1)[C:7](=[O:11])[N:6]([CH2:12][CH3:13])[CH2:5]2.[CH3:14][C:15]1([CH3:31])[C:19]([CH3:21])([CH3:20])[O:18][B:17]([B:17]2[O:18][C:19]([CH3:21])([CH3:20])[C:15]([CH3:31])([CH3:14])[O:16]2)[O:16]1.C([O-])(=O)C.[K+].ClCCl. Product: [CH2:12]([N:6]1[CH2:5][C:4]2[C:8](=[CH:9][CH:10]=[C:2]([B:17]3[O:18][C:19]([CH3:21])([CH3:20])[C:15]([CH3:31])([CH3:14])[O:16]3)[CH:3]=2)[C:7]1=[O:11])[CH3:13]. The catalyst class is: 873.